From a dataset of Full USPTO retrosynthesis dataset with 1.9M reactions from patents (1976-2016). Predict the reactants needed to synthesize the given product. Given the product [C:1]([O:5][C:6]([N:8]1[CH2:13][CH2:12][CH2:11][CH2:10][CH:9]1[CH2:14][O:15][CH2:16][C:17](=[O:19])[N:57]([CH3:58])[C@@H:45]([C:44](=[O:59])[N:43]([CH3:42])[C@@H:60]([C:68](=[O:71])[NH:69][CH3:70])[CH2:61][C:62]1[CH:67]=[CH:66][CH:65]=[CH:64][CH:63]=1)[CH2:46][C:47]1[CH:56]=[CH:55][C:54]2[C:49](=[CH:50][CH:51]=[CH:52][CH:53]=2)[CH:48]=1)=[O:7])([CH3:2])([CH3:3])[CH3:4], predict the reactants needed to synthesize it. The reactants are: [C:1]([O:5][C:6]([N:8]1[CH2:13][CH2:12][CH2:11][CH2:10][CH:9]1[CH2:14][O:15][CH2:16][C:17]([OH:19])=O)=[O:7])([CH3:4])([CH3:3])[CH3:2].ON1C2N=CC=CC=2N=N1.Cl.C(N=C=NCCCN(C)C)C.[CH3:42][N:43]([CH:60]([C:68](=[O:71])[NH:69][CH3:70])[CH2:61][C:62]1[CH:67]=[CH:66][CH:65]=[CH:64][CH:63]=1)[C:44](=[O:59])[CH:45]([NH:57][CH3:58])[CH2:46][C:47]1[CH:56]=[CH:55][C:54]2[C:49](=[CH:50][CH:51]=[CH:52][CH:53]=2)[CH:48]=1.C(N(C(C)C)CC)(C)C.